Dataset: Forward reaction prediction with 1.9M reactions from USPTO patents (1976-2016). Task: Predict the product of the given reaction. (1) Given the reactants [Li+].[BH4-].C[Si](Cl)(C)C.[OH:8][CH2:9][CH2:10][NH:11][C:12](=O)[CH2:13][C:14]1[CH:19]=[CH:18][C:17]([C:20]([F:23])([F:22])[F:21])=[CH:16][CH:15]=1, predict the reaction product. The product is: [F:21][C:20]([F:22])([F:23])[C:17]1[CH:16]=[CH:15][C:14]([CH2:13][CH2:12][NH:11][CH2:10][CH2:9][OH:8])=[CH:19][CH:18]=1. (2) The product is: [NH:1]1[C:5]2[CH:6]=[CH:7][C:8]([N:10]3[CH:27]([C:26]4[CH:25]=[CH:24][C:23]([N:20]5[CH2:21][CH2:22][N:17]([C:11]6[CH:12]=[CH:13][CH:14]=[CH:15][CH:16]=6)[CH2:18][CH2:19]5)=[CH:30][CH:29]=4)[C:31](=[O:37])[CH2:32][C:33]3=[O:35])=[CH:9][C:4]=2[N:3]=[CH:2]1. Given the reactants [NH:1]1[C:5]2[CH:6]=[CH:7][C:8]([NH2:10])=[CH:9][C:4]=2[N:3]=[CH:2]1.[C:11]1([N:17]2[CH2:22][CH2:21][N:20]([C:23]3[CH:30]=[CH:29][C:26]([CH:27]=O)=[CH:25][CH:24]=3)[CH2:19][CH2:18]2)[CH:16]=[CH:15][CH:14]=[CH:13][CH:12]=1.[C:31]([O:37]C(C)(C)C)(=O)[CH2:32][C:33]([O-:35])=O.C(=O)(OC)OC(C)(C)C[N+]#[C-].CC(C)([O-])C.[Na+], predict the reaction product. (3) Given the reactants [NH2:1][C:2]1[C:7]2=[CH:8][CH:9]=[C:10]([C@:11]3([C:55]#[N:56])[O:15][C@H:14]([CH2:16][O:17][P@@:18]([NH:27][C@@H:28]([CH3:38])[C:29]([O:31][CH2:32][CH:33]([CH2:36][CH3:37])[CH2:34][CH3:35])=[O:30])([O:20][C:21]4[CH:26]=[CH:25][CH:24]=[CH:23][CH:22]=4)=[O:19])[C@@H:13]([O:39][Si](C(C)(C)C)(C)C)[C@H:12]3[O:47][Si](C(C)(C)C)(C)C)[N:6]2[N:5]=[CH:4][N:3]=1.Cl, predict the reaction product. The product is: [NH2:1][C:2]1[C:7]2=[CH:8][CH:9]=[C:10]([C@:11]3([C:55]#[N:56])[O:15][C@H:14]([CH2:16][O:17][P@@:18]([NH:27][C@@H:28]([CH3:38])[C:29]([O:31][CH2:32][CH:33]([CH2:34][CH3:35])[CH2:36][CH3:37])=[O:30])([O:20][C:21]4[CH:22]=[CH:23][CH:24]=[CH:25][CH:26]=4)=[O:19])[C@@H:13]([OH:39])[C@H:12]3[OH:47])[N:6]2[N:5]=[CH:4][N:3]=1.